Dataset: Forward reaction prediction with 1.9M reactions from USPTO patents (1976-2016). Task: Predict the product of the given reaction. (1) Given the reactants [Cl:1][C:2]1[C:7]([CH3:8])=[CH:6][C:5]([B:9]([OH:11])[OH:10])=[C:4]([O:12]C)[CH:3]=1.B(Br)(Br)Br, predict the reaction product. The product is: [Cl:1][C:2]1[C:7]([CH3:8])=[CH:6][C:5]([B:9]([OH:10])[OH:11])=[C:4]([OH:12])[CH:3]=1. (2) The product is: [NH2:25][CH2:24][C:21]1[N:22]=[CH:23][C:18]([O:17][C:13]2[CH:14]=[C:15]([CH3:16])[C:7]3[CH:6]([CH2:5][C:4]([OH:26])=[O:3])[O:10][B:9]([OH:11])[C:8]=3[CH:12]=2)=[N:19][CH:20]=1. Given the reactants C([O:3][C:4](=[O:26])[CH2:5][CH:6]1[O:10][B:9]([OH:11])[C:8]2[CH:12]=[C:13]([O:17][C:18]3[CH:23]=[N:22][C:21]([CH2:24][NH2:25])=[CH:20][N:19]=3)[CH:14]=[C:15]([CH3:16])[C:7]1=2)C.[Li+].[OH-], predict the reaction product. (3) The product is: [CH3:1][O:2][C:3]([C:5]1[CH:6]=[CH:7][C:8]([CH2:11][N:12]([CH3:30])[CH:13]2[CH2:14][CH:15]3[N:20]([C:21]([O:23][C:24]([CH3:27])([CH3:26])[CH3:25])=[O:22])[CH:18]([CH2:17][CH2:16]3)[CH2:19]2)=[CH:9][CH:10]=1)=[O:4]. Given the reactants [CH3:1][O:2][C:3]([C:5]1[CH:10]=[CH:9][C:8]([CH2:11][NH:12][CH:13]2[CH2:19][CH:18]3[N:20]([C:21]([O:23][C:24]([CH3:27])([CH3:26])[CH3:25])=[O:22])[CH:15]([CH2:16][CH2:17]3)[CH2:14]2)=[CH:7][CH:6]=1)=[O:4].C=O.[C:30](O)(=O)C.C(O[BH-](OC(=O)C)OC(=O)C)(=O)C.[Na+].C(=O)(O)[O-].[Na+], predict the reaction product. (4) Given the reactants [NH4+].[N:2]#[C:3][S-:4].[C:5]([C:8]1[CH:14]=[CH:13][C:11]([NH2:12])=[CH:10][CH:9]=1)(=[O:7])[CH3:6], predict the reaction product. The product is: [C:5]([C:8]1[CH:14]=[CH:13][C:11]([NH:12][C:3]([NH2:2])=[S:4])=[CH:10][CH:9]=1)(=[O:7])[CH3:6]. (5) Given the reactants [NH2:1][C:2]([C:4]1[CH:5]=[C:6]([C:26]2[CH:31]=[CH:30][C:29]([F:32])=[CH:28][CH:27]=2)[CH:7]=[C:8]2[C:12]=1[NH:11][CH:10]=[C:9]2[CH:13]1[CH2:18][CH2:17][N:16](C(OC(C)(C)C)=O)[CH2:15][CH2:14]1)=[O:3], predict the reaction product. The product is: [F:32][C:29]1[CH:28]=[CH:27][C:26]([C:6]2[CH:7]=[C:8]3[C:12](=[C:4]([C:2]([NH2:1])=[O:3])[CH:5]=2)[NH:11][CH:10]=[C:9]3[CH:13]2[CH2:18][CH2:17][NH:16][CH2:15][CH2:14]2)=[CH:31][CH:30]=1. (6) Given the reactants [CH3:1][C:2]1[N:7]=[C:6]([Cl:8])[CH:5]=[C:4]([N:9]2[CH2:14][CH2:13][O:12][CH2:11][CH2:10]2)[N:3]=1.C([Li])CCC.[CH3:20][C:21]1([O:24][CH2:23]1)[CH3:22], predict the reaction product. The product is: [Cl:8][C:6]1[CH:5]=[C:4]([N:9]2[CH2:10][CH2:11][O:12][CH2:13][CH2:14]2)[N:3]=[C:2]([CH2:1][CH2:20][C:21]([CH3:23])([OH:24])[CH3:22])[N:7]=1. (7) Given the reactants [Cl:1][C:2]([CH3:7])([CH3:6])[C:3](Cl)=O.[C:8]([NH:11][C:12]([NH:14][C:15]1[C:20]([F:21])=[C:19]([F:22])[C:18]([F:23])=[C:17]([F:24])[C:16]=1[F:25])=[NH:13])(=[NH:10])[NH2:9].C(N(CC)CC)C, predict the reaction product. The product is: [Cl:1][C:2]([C:3]1[N:9]=[C:8]([NH2:10])[N:11]=[C:12]([NH:14][C:15]2[C:16]([F:25])=[C:17]([F:24])[C:18]([F:23])=[C:19]([F:22])[C:20]=2[F:21])[N:13]=1)([CH3:7])[CH3:6]. (8) Given the reactants [Cl:1][C:2]1[CH:21]=[CH:20][C:19]([O:22][CH2:23][CH2:24]Cl)=[CH:18][C:3]=1[C:4]([NH:6][CH2:7][C:8]12[CH2:17][CH:12]3[CH2:13][CH:14]([CH2:16][CH:10]([CH2:11]3)[CH2:9]1)[CH2:15]2)=[O:5].N12CCCN=C1CCCCC2.[I-].[Na+].C(OC(=O)[NH:45][CH2:46][CH2:47][SH:48])(C)(C)C, predict the reaction product. The product is: [ClH:1].[NH2:45][CH2:46][CH2:47][S:48][CH2:24][CH2:23][O:22][C:19]1[CH:20]=[CH:21][C:2]([Cl:1])=[C:3]([CH:18]=1)[C:4]([NH:6][CH2:7][C:8]12[CH2:9][CH:10]3[CH2:16][CH:14]([CH2:13][CH:12]([CH2:11]3)[CH2:17]1)[CH2:15]2)=[O:5]. (9) Given the reactants Br[C:2]1[CH:3]=[C:4]([CH:9]=[CH:10][N:11]=1)[C:5]([O:7][CH3:8])=[O:6].[CH3:12][C:13]1[S:17][C:16]([Sn](CCCC)(CCCC)CCCC)=[N:15][CH:14]=1, predict the reaction product. The product is: [CH3:12][C:13]1[S:17][C:16]([C:2]2[CH:3]=[C:4]([CH:9]=[CH:10][N:11]=2)[C:5]([O:7][CH3:8])=[O:6])=[N:15][CH:14]=1. (10) Given the reactants [NH2:1][C:2]1[CH:11]=[CH:10][C:9]([C:12]#[N:13])=[CH:8][C:3]=1[C:4]([O:6]C)=[O:5].[OH-].[Na+], predict the reaction product. The product is: [NH2:1][C:2]1[CH:11]=[CH:10][C:9]([C:12]#[N:13])=[CH:8][C:3]=1[C:4]([OH:6])=[O:5].